From a dataset of Peptide-MHC class II binding affinity with 134,281 pairs from IEDB. Regression. Given a peptide amino acid sequence and an MHC pseudo amino acid sequence, predict their binding affinity value. This is MHC class II binding data. (1) The MHC is H-2-IAb with pseudo-sequence H-2-IAb. The peptide sequence is KLLNTRRRQLLNLDV. The binding affinity (normalized) is 0. (2) The peptide sequence is YPMEIRPRKTHESHL. The MHC is HLA-DQA10501-DQB10302 with pseudo-sequence HLA-DQA10501-DQB10302. The binding affinity (normalized) is 0. (3) The peptide sequence is FNFSQDDLLTEDVMI. The MHC is DRB1_0901 with pseudo-sequence DRB1_0901. The binding affinity (normalized) is 0.470. (4) The peptide sequence is FFFLFNILTGKKITA. The MHC is DRB1_0404 with pseudo-sequence DRB1_0404. The binding affinity (normalized) is 0.644. (5) The peptide sequence is HPGFTLMAAILAYTI. The MHC is DRB1_0401 with pseudo-sequence DRB1_0401. The binding affinity (normalized) is 0.309.